From a dataset of Peptide-MHC class II binding affinity with 134,281 pairs from IEDB. Regression. Given a peptide amino acid sequence and an MHC pseudo amino acid sequence, predict their binding affinity value. This is MHC class II binding data. (1) The peptide sequence is SQDLELSWNLNGNQAY. The MHC is DRB1_1302 with pseudo-sequence DRB1_1302. The binding affinity (normalized) is 0.745. (2) The binding affinity (normalized) is 0.252. The MHC is DRB3_0101 with pseudo-sequence DRB3_0101. The peptide sequence is PKKLVLNIKYTRPGD.